This data is from Full USPTO retrosynthesis dataset with 1.9M reactions from patents (1976-2016). The task is: Predict the reactants needed to synthesize the given product. (1) The reactants are: [ClH:1].[CH2:2]([N:6]([C:37]([NH:39][C:40]1[CH:45]=[CH:44][C:43]([F:46])=[CH:42][C:41]=1[F:47])=[O:38])[CH:7]1[CH2:12][CH2:11][N:10]([CH2:13][C:14]2[CH:36]=[CH:35][C:17]([O:18][C:19]3[CH:24]=[CH:23][C:22]([N:25]([S:31]([CH3:34])(=[O:33])=[O:32])[CH2:26][C:27]([O:29]C)=[O:28])=[CH:21][CH:20]=3)=[CH:16][CH:15]=2)[CH2:9][CH2:8]1)[CH2:3][CH2:4][CH3:5].[OH-].[Na+].Cl. Given the product [ClH:1].[CH2:2]([N:6]([C:37]([NH:39][C:40]1[CH:45]=[CH:44][C:43]([F:46])=[CH:42][C:41]=1[F:47])=[O:38])[CH:7]1[CH2:12][CH2:11][N:10]([CH2:13][C:14]2[CH:36]=[CH:35][C:17]([O:18][C:19]3[CH:20]=[CH:21][C:22]([N:25]([CH2:26][C:27]([OH:29])=[O:28])[S:31]([CH3:34])(=[O:33])=[O:32])=[CH:23][CH:24]=3)=[CH:16][CH:15]=2)[CH2:9][CH2:8]1)[CH2:3][CH2:4][CH3:5], predict the reactants needed to synthesize it. (2) Given the product [Cl:1][C:2]1[CH:3]=[CH:4][C:5](=[O:8])[N:6]([C:10]2[CH:17]=[CH:16][C:13]([CH2:14][OH:15])=[CH:12][CH:11]=2)[CH:7]=1, predict the reactants needed to synthesize it. The reactants are: [Cl:1][C:2]1[CH:3]=[CH:4][C:5]([OH:8])=[N:6][CH:7]=1.I[C:10]1[CH:17]=[CH:16][C:13]([CH2:14][OH:15])=[CH:12][CH:11]=1.C([O-])([O-])=O.[K+].[K+]. (3) The reactants are: [CH:1]1[C:14]2[CH:13]=[CH:12][C:11]3[C:6](=[CH:7][CH:8]=[CH:9][CH:10]=3)[C:5]=2[CH:4]=[C:3]([C:15]2[C:16]3[C:21]([CH:22]=[C:23]4[C:28]=2[CH:27]=[CH:26][CH:25]=[CH:24]4)=[CH:20][CH:19]=[CH:18][CH:17]=3)[CH:2]=1.C1C(=O)N([Br:36])C(=O)C1. Given the product [Br:36][C:22]1[C:21]2[C:16]([C:15]([C:3]3[CH:2]=[CH:1][C:14]4[CH:13]=[CH:12][C:11]5[C:6]([C:5]=4[CH:4]=3)=[CH:7][CH:8]=[CH:9][CH:10]=5)=[C:28]3[C:23]=1[CH:24]=[CH:25][CH:26]=[CH:27]3)=[CH:17][CH:18]=[CH:19][CH:20]=2, predict the reactants needed to synthesize it. (4) The reactants are: [CH3:1][CH:2]([CH3:32])[CH2:3][CH2:4][N:5]([CH2:21][C:22]1[CH:31]=[CH:30][C:25]([C:26](OC)=[O:27])=[CH:24][CH:23]=1)[C:6]1[S:7][CH:8]=[C:9]([C:11]2[CH:16]=[CH:15][C:14]([C:17]([F:20])([F:19])[F:18])=[CH:13][CH:12]=2)[N:10]=1.C1(C)C=CC=CC=1.[H-].C([Al+]CC(C)C)C(C)C.O.O.O.O.O.O.O.O.O.O.[O-]S([O-])(=O)=O.[Na+].[Na+]. Given the product [CH3:1][CH:2]([CH3:32])[CH2:3][CH2:4][N:5]([CH2:21][C:22]1[CH:23]=[CH:24][C:25]([CH2:26][OH:27])=[CH:30][CH:31]=1)[C:6]1[S:7][CH:8]=[C:9]([C:11]2[CH:12]=[CH:13][C:14]([C:17]([F:20])([F:19])[F:18])=[CH:15][CH:16]=2)[N:10]=1, predict the reactants needed to synthesize it. (5) Given the product [Br:1][C:2]1[CH:7]=[CH:6][C:5]([C:8]2([C:12]([OH:18])=[O:16])[CH2:11][CH2:10][CH2:9]2)=[C:4]([O:14][CH3:15])[CH:3]=1, predict the reactants needed to synthesize it. The reactants are: [Br:1][C:2]1[CH:7]=[CH:6][C:5]([C:8]2([C:12]#N)[CH2:11][CH2:10][CH2:9]2)=[C:4]([O:14][CH3:15])[CH:3]=1.[OH2:16].Cl.[OH-:18].[K+]. (6) The reactants are: [C:1]([O:5][C:6](=[O:23])[NH:7][C:8]1[CH:13]=[C:12](Br)[CH:11]=[CH:10][C:9]=1[NH:15][C:16]([O:18][C:19]([CH3:22])([CH3:21])[CH3:20])=[O:17])([CH3:4])([CH3:3])[CH3:2].[CH3:24][S:25]([C:28]1[CH:33]=[CH:32][CH:31]=[CH:30][C:29]=1B(O)O)(=[O:27])=[O:26].C(Cl)Cl.C([O-])([O-])=O.[Na+].[Na+]. Given the product [C:19]([O:18][C:16](=[O:17])[NH:15][C:9]1[CH:10]=[CH:11][C:12]([C:29]2[CH:30]=[CH:31][CH:32]=[CH:33][C:28]=2[S:25]([CH3:24])(=[O:27])=[O:26])=[CH:13][C:8]=1[NH:7][C:6]([O:5][C:1]([CH3:4])([CH3:3])[CH3:2])=[O:23])([CH3:22])([CH3:21])[CH3:20], predict the reactants needed to synthesize it. (7) Given the product [CH3:16][O:15][C:6]1[C:7]2[CH:8]=[CH:9][O:10][C:11]=2[C:3]([CH:1]=[O:2])=[CH:4][CH:5]=1, predict the reactants needed to synthesize it. The reactants are: [CH:1]([C:3]1[C:11]2[O:10][C:9](C(O)=O)=[CH:8][C:7]=2[C:6]([O:15][CH3:16])=[CH:5][CH:4]=1)=[O:2].O.Cl.